Dataset: Catalyst prediction with 721,799 reactions and 888 catalyst types from USPTO. Task: Predict which catalyst facilitates the given reaction. (1) Reactant: C([O:3][CH:4](OCC)[CH2:5][NH:6][C:7](=[O:11])[CH2:8][CH2:9][CH3:10])C.Cl.CCOCC.O. Product: [O:3]=[CH:4][CH2:5][NH:6][C:7](=[O:11])[CH2:8][CH2:9][CH3:10]. The catalyst class is: 1. (2) Reactant: [CH3:1][CH:2]([CH3:17])[CH2:3][C:4]([C:6]1[C:15]2[C:10](=[CH:11][CH:12]=[CH:13][CH:14]=2)[C:9]([F:16])=[CH:8][CH:7]=1)=[O:5].[Br-:18].[Br-].[Br-].C1([N+](C)(C)C)C=CC=CC=1.C1([N+](C)(C)C)C=CC=CC=1.C1([N+](C)(C)C)C=CC=CC=1. The catalyst class is: 7. Product: [Br:18][CH:3]([CH:2]([CH3:17])[CH3:1])[C:4]([C:6]1[C:15]2[C:10](=[CH:11][CH:12]=[CH:13][CH:14]=2)[C:9]([F:16])=[CH:8][CH:7]=1)=[O:5]. (3) Reactant: [C:1]([N:8]1[CH2:13][CH2:12][NH:11][CH2:10][CH2:9]1)([O:3][C:4]([CH3:7])([CH3:6])[CH3:5])=[O:2].[F:14][C:15]1[C:22]([F:23])=[C:21](F)[CH:20]=[CH:19][C:16]=1[C:17]#[N:18]. Product: [C:4]([O:3][C:1]([N:8]1[CH2:9][CH2:10][N:11]([C:21]2[CH:20]=[CH:19][C:16]([C:17]#[N:18])=[C:15]([F:14])[C:22]=2[F:23])[CH2:12][CH2:13]1)=[O:2])([CH3:7])([CH3:6])[CH3:5]. The catalyst class is: 44. (4) Reactant: [CH3:1][O:2][CH:3]1[CH2:10][CH:9]2[CH:5]([CH2:6][CH:7]([N:11]=[N+]=[N-])[CH2:8]2)[CH2:4]1. Product: [CH3:1][O:2][CH:3]1[CH2:10][CH:9]2[CH:5]([CH2:6][CH:7]([NH2:11])[CH2:8]2)[CH2:4]1. The catalyst class is: 19. (5) Reactant: [NH2:1][C:2]1[N:7]=[CH:6][N:5]=[C:4]2[N:8]([CH:30]3[CH2:35][CH2:34][CH2:33][N:32]([C:36](=[O:40])[CH2:37][C:38]#[N:39])[CH2:31]3)[N:9]=[C:10]([C:11]3[CH:16]=[CH:15][C:14]([NH:17][C:18](=[O:29])[C:19]4[CH:24]=[CH:23][C:22]([C:25]([F:28])([F:27])[F:26])=[CH:21][CH:20]=4)=[CH:13][CH:12]=3)[C:3]=12.[CH3:41][C:42]([CH3:46])([CH3:45])[CH:43]=O.N1CCCCC1. Product: [NH2:1][C:2]1[N:7]=[CH:6][N:5]=[C:4]2[N:8]([CH:30]3[CH2:35][CH2:34][CH2:33][N:32]([C:36](=[O:40])[C:37]([C:38]#[N:39])=[CH:41][C:42]([CH3:46])([CH3:45])[CH3:43])[CH2:31]3)[N:9]=[C:10]([C:11]3[CH:12]=[CH:13][C:14]([NH:17][C:18](=[O:29])[C:19]4[CH:20]=[CH:21][C:22]([C:25]([F:28])([F:27])[F:26])=[CH:23][CH:24]=4)=[CH:15][CH:16]=3)[C:3]=12. The catalyst class is: 5. (6) Reactant: [CH2:1]([O:8][C:9]1[C:14](=[O:15])[N:13]=[C:12]([CH2:16][C:17]2[CH:22]=[CH:21][CH:20]=[CH:19][C:18]=2[Br:23])[NH:11][C:10]=1[C:24]([OH:26])=O)[C:2]1[CH:7]=[CH:6][CH:5]=[CH:4][CH:3]=1.[Si:27]([O:34][CH2:35][CH2:36][NH:37][CH:38]([CH3:40])[CH3:39])([C:30]([CH3:33])([CH3:32])[CH3:31])([CH3:29])[CH3:28].O=P(Cl)(Cl)Cl. Product: [Si:27]([O:34][CH2:35][CH2:36][N:37]([CH:38]([CH3:40])[CH3:39])[C:24]([C:10]1[NH:11][C:12]([CH2:16][C:17]2[CH:22]=[CH:21][CH:20]=[CH:19][C:18]=2[Br:23])=[N:13][C:14](=[O:15])[C:9]=1[O:8][CH2:1][C:2]1[CH:7]=[CH:6][CH:5]=[CH:4][CH:3]=1)=[O:26])([C:30]([CH3:33])([CH3:32])[CH3:31])([CH3:29])[CH3:28]. The catalyst class is: 17. (7) Reactant: [C:1]([O:5][C:6]([N:8]1[CH2:12][CH2:11][CH2:10][CH:9]1[C:13]1[NH:14][C:15]([C:18]2[CH:23]=[CH:22][C:21](Br)=[CH:20][CH:19]=2)=[CH:16][N:17]=1)=[O:7])([CH3:4])([CH3:3])[CH3:2].B1(B2OC(C)(C)C(C)(C)O2)OC(C)(C)C(C)(C)O1.CC([O-])=O.[K+].[C:48]([O:52][C:53]([N:55]1[CH2:59][CH2:58][CH2:57][CH:56]1[C:60]1[NH:61][C:62]([C:65]2[CH:74]=[CH:73][C:72]3[C:67](=[CH:68][CH:69]=[C:70](Br)[CH:71]=3)[CH:66]=2)=[CH:63][N:64]=1)=[O:54])([CH3:51])([CH3:50])[CH3:49].[O-]P([O-])([O-])=O.[K+].[K+].[K+]. Product: [C:48]([O:52][C:53]([N:55]1[CH2:59][CH2:58][CH2:57][CH:56]1[C:60]1[NH:61][C:62]([C:65]2[CH:74]=[CH:73][C:72]3[C:67](=[CH:68][CH:69]=[C:70]([C:21]4[CH:20]=[CH:19][C:18]([C:15]5[NH:14][C:13]([CH:9]6[CH2:10][CH2:11][CH2:12][N:8]6[C:6]([O:5][C:1]([CH3:4])([CH3:3])[CH3:2])=[O:7])=[N:17][CH:16]=5)=[CH:23][CH:22]=4)[CH:71]=3)[CH:66]=2)=[CH:63][N:64]=1)=[O:54])([CH3:51])([CH3:50])[CH3:49]. The catalyst class is: 75.